From a dataset of Human intestinal absorption (HIA) binary classification data from Hou et al.. Regression/Classification. Given a drug SMILES string, predict its absorption, distribution, metabolism, or excretion properties. Task type varies by dataset: regression for continuous measurements (e.g., permeability, clearance, half-life) or binary classification for categorical outcomes (e.g., BBB penetration, CYP inhibition). Dataset: hia_hou. (1) The molecule is CCn1nc(C(=O)O)c(=O)c2cc3c(cc21)OCO3. The result is 1 (good absorption). (2) The molecule is CCCN1C[C@@H](NS(=O)(=O)N(CC)CC)C[C@@H]2Cc3c(O)cccc3C[C@@H]21. The result is 1 (good absorption). (3) The drug is COc1ccc2c(c1)C(=O)N(CCc1ccc(S(=O)(=O)NC(=O)NC3CCCCC3)cc1)C(=O)C2(C)C. The result is 1 (good absorption). (4) The drug is OC[C@H](O)COc1ccc(Cl)cc1. The result is 1 (good absorption).